Dataset: Forward reaction prediction with 1.9M reactions from USPTO patents (1976-2016). Task: Predict the product of the given reaction. (1) Given the reactants NC1(C(O)=O)CCCCC1.O.[C:12]1([CH3:22])[CH:17]=[CH:16][C:15]([S:18]([OH:21])(=[O:20])=[O:19])=[CH:14][CH:13]=1.C(O)C1C=CC=CC=1, predict the reaction product. The product is: [CH3:22][C:12]1[CH:17]=[CH:16][C:15]([S:18]([OH:21])(=[O:20])=[O:19])=[CH:14][CH:13]=1. (2) Given the reactants [O:1]1CCCO[CH:2]1[CH2:7][CH2:8][C:9]([C:11]1[C:12](=[O:26])[C:13]([CH3:25])([CH3:24])[C:14]2[C:19]([C:20]=1[OH:21])=[CH:18][C:17]([Cl:22])=[C:16]([Cl:23])[CH:15]=2)=[O:10], predict the reaction product. The product is: [Cl:23][C:16]1[CH:15]=[C:14]2[C:19](=[CH:18][C:17]=1[Cl:22])[C:20]([OH:21])=[C:11]([C:9](=[O:10])[CH2:8][CH2:7][CH:2]=[O:1])[C:12](=[O:26])[C:13]2([CH3:25])[CH3:24]. (3) Given the reactants [C:1]([O:5][C:6](=[O:9])[CH2:7][NH2:8])([CH3:4])([CH3:3])[CH3:2].[CH2:10]([N:17]1[CH2:22][CH:21]=[C:20]([C:23]([CH3:28])([CH3:27])[CH2:24][CH:25]=O)[CH2:19][CH2:18]1)[C:11]1[CH:16]=[CH:15][CH:14]=[CH:13][CH:12]=1, predict the reaction product. The product is: [C:1]([O:5][C:6](=[O:9])[CH2:7]/[N:8]=[CH:25]/[CH2:24][C:23]([C:20]1[CH2:21][CH2:22][N:17]([CH2:10][C:11]2[CH:16]=[CH:15][CH:14]=[CH:13][CH:12]=2)[CH2:18][CH:19]=1)([CH3:28])[CH3:27])([CH3:4])([CH3:3])[CH3:2]. (4) Given the reactants [CH:1]([O:4][C:5]1[CH:13]=[CH:12][C:11]([S:14]([CH3:17])(=[O:16])=[O:15])=[CH:10][C:6]=1[C:7]([OH:9])=O)([CH3:3])[CH3:2].Cl.Cl.[Cl:20][C:21]1[CH:26]=[C:25]([Cl:27])[CH:24]=[CH:23][C:22]=1[C:28]1[N:29]=[C:30]([N:33]2[CH2:38][CH2:37][NH:36][CH2:35][CH2:34]2)[S:31][CH:32]=1, predict the reaction product. The product is: [Cl:20][C:21]1[CH:26]=[C:25]([Cl:27])[CH:24]=[CH:23][C:22]=1[C:28]1[N:29]=[C:30]([N:33]2[CH2:34][CH2:35][N:36]([C:7]([C:6]3[CH:10]=[C:11]([S:14]([CH3:17])(=[O:16])=[O:15])[CH:12]=[CH:13][C:5]=3[O:4][CH:1]([CH3:2])[CH3:3])=[O:9])[CH2:37][CH2:38]2)[S:31][CH:32]=1. (5) Given the reactants [C:1]([C:7]1[CH:8]=[N:9][CH:10]=[C:11]([CH:15]=1)[C:12]([OH:14])=[O:13])#[C:2][CH2:3][CH2:4][CH2:5][CH3:6], predict the reaction product. The product is: [CH2:1]([C:7]1[CH:8]=[N:9][CH:10]=[C:11]([CH:15]=1)[C:12]([OH:14])=[O:13])[CH2:2][CH2:3][CH2:4][CH2:5][CH3:6].